Dataset: Catalyst prediction with 721,799 reactions and 888 catalyst types from USPTO. Task: Predict which catalyst facilitates the given reaction. (1) Reactant: [F:1][C:2]1[CH:7]=[CH:6][C:5]([C:8]2[CH:12]=[C:11]([C:13]([O:15]C)=[O:14])[O:10][N:9]=2)=[CH:4][CH:3]=1.[OH-].[Na+]. Product: [F:1][C:2]1[CH:3]=[CH:4][C:5]([C:8]2[CH:12]=[C:11]([C:13]([OH:15])=[O:14])[O:10][N:9]=2)=[CH:6][CH:7]=1. The catalyst class is: 12. (2) Reactant: [CH3:1][O:2][CH2:3][CH2:4][NH:5][C:6]([C:8]1[CH:9]=[C:10]([CH:13]=[CH:14][CH:15]=1)[CH:11]=O)=[O:7].[C:16]([C:19]1[C:28](=[O:29])[C:27]2[C:22](=[CH:23][CH:24]=[CH:25][CH:26]=2)[NH:21][CH:20]=1)(=[O:18])[CH3:17].N1CCCCC1. Product: [CH3:1][O:2][CH2:3][CH2:4][NH:5][C:6]([C:8]1[CH:9]=[C:10]([CH:11]=[CH:17][C:16]([C:19]2[C:28](=[O:29])[C:27]3[C:22](=[CH:23][CH:24]=[CH:25][CH:26]=3)[NH:21][CH:20]=2)=[O:18])[CH:13]=[CH:14][CH:15]=1)=[O:7]. The catalyst class is: 8.